Dataset: Catalyst prediction with 721,799 reactions and 888 catalyst types from USPTO. Task: Predict which catalyst facilitates the given reaction. (1) Reactant: [NH3:1].[Cl:2][C:3]1[C:8]([C:9]2[S:10][CH:11]=[CH:12][C:13]=2[CH3:14])=[C:7]([NH:15][CH:16]([CH3:20])[CH:17]([CH3:19])[CH3:18])[N:6]2[N:21]=[CH:22][C:23]([C:24](Cl)=[O:25])=[C:5]2[N:4]=1.C(OCC)(=O)C. Product: [Cl:2][C:3]1[C:8]([C:9]2[S:10][CH:11]=[CH:12][C:13]=2[CH3:14])=[C:7]([NH:15][CH:16]([CH3:20])[CH:17]([CH3:19])[CH3:18])[N:6]2[N:21]=[CH:22][C:23]([C:24]([NH2:1])=[O:25])=[C:5]2[N:4]=1. The catalyst class is: 7. (2) The catalyst class is: 5. Reactant: Cl.[CH3:2][O:3][C:4](=[O:11])[C@H:5]([C@H:7]([CH2:9][CH3:10])[CH3:8])[NH2:6].C1COCC1.[CH:17](=O)[C:18]1[CH:23]=[CH:22][CH:21]=[CH:20][CH:19]=1.CCN(CC)CC.[BH4-].[Na+]. Product: [CH2:17]([NH:6][C@@H:5]([C@@H:7]([CH3:8])[CH2:9][CH3:10])[C:4]([O:3][CH3:2])=[O:11])[C:18]1[CH:23]=[CH:22][CH:21]=[CH:20][CH:19]=1. (3) Reactant: [CH2:1]([Li])CCC.[Cl:6][C:7]1[CH:21]=[CH:20][C:10]([O:11][C:12]2[CH:19]=[CH:18][C:15]([CH:16]=O)=[CH:14][CH:13]=2)=[CH:9][C:8]=1[O:22][C:23]([F:26])([F:25])[F:24]. Product: [Cl:6][C:7]1[CH:21]=[CH:20][C:10]([O:11][C:12]2[CH:19]=[CH:18][C:15]([CH:16]=[CH2:1])=[CH:14][CH:13]=2)=[CH:9][C:8]=1[O:22][C:23]([F:26])([F:25])[F:24]. The catalyst class is: 307. (4) Reactant: [C:1]([OH:24])(=O)[CH2:2][CH2:3]/[CH:4]=[CH:5]\[CH2:6]/[CH:7]=[CH:8]\[CH2:9]/[CH:10]=[CH:11]\[CH2:12]/[CH:13]=[CH:14]\[CH2:15]/[CH:16]=[CH:17]\[CH2:18]/[CH:19]=[CH:20]\[CH2:21][CH3:22].C1C=CC2N(O)N=NC=2C=1.CCN=C=NCCCN(C)C.[CH3:46][CH2:47][CH:48]([O:51][C@H:52]1[C@H:57]([NH:58][C:59]([CH3:61])=[O:60])[C@@H:56]([NH2:62])[CH2:55][C:54]([C:63]([O:65][CH2:66][CH3:67])=[O:64])=[CH:53]1)[CH2:49][CH3:50].OP(O)(O)=O. Product: [C:59]([NH:58][C@@H:57]1[C@@H:56]([NH:62][C:1](=[O:24])[CH2:2][CH2:3]/[CH:4]=[CH:5]\[CH2:6]/[CH:7]=[CH:8]\[CH2:9]/[CH:10]=[CH:11]\[CH2:12]/[CH:13]=[CH:14]\[CH2:15]/[CH:16]=[CH:17]\[CH2:18]/[CH:19]=[CH:20]\[CH2:21][CH3:22])[CH2:55][C:54]([C:63]([O:65][CH2:66][CH3:67])=[O:64])=[CH:53][C@H:52]1[O:51][CH:48]([CH2:49][CH3:50])[CH2:47][CH3:46])(=[O:60])[CH3:61]. The catalyst class is: 2. (5) Reactant: [OH:1][C:2]1[CH:3]=[C:4]([NH:8][S:9]([C:12]2[CH:24]=[C:23]3[C:15]([C:16]4[CH:17]=[CH:18][C:19]([S:26]([NH:29][C:30]5[CH:31]=[C:32]([NH:36]C(=O)C)[CH:33]=[CH:34][CH:35]=5)(=[O:28])=[O:27])=[CH:20][C:21]=4[C:22]3=[O:25])=[CH:14][CH:13]=2)(=[O:11])=[O:10])[CH:5]=[CH:6][CH:7]=1. Product: [NH2:36][C:32]1[CH:31]=[C:30]([NH:29][S:26]([C:19]2[CH:18]=[CH:17][C:16]3[C:15]4[C:23](=[CH:24][C:12]([S:9]([NH:8][C:4]5[CH:5]=[CH:6][CH:7]=[C:2]([OH:1])[CH:3]=5)(=[O:10])=[O:11])=[CH:13][CH:14]=4)[C:22](=[O:25])[C:21]=3[CH:20]=2)(=[O:27])=[O:28])[CH:35]=[CH:34][CH:33]=1. The catalyst class is: 702. (6) Reactant: [NH:1]1[CH2:6][CH2:5][CH:4]([NH:7][C:8](=[O:14])[O:9][C:10]([CH3:13])([CH3:12])[CH3:11])[CH2:3][CH2:2]1.[Br:15][C:16]1[CH:21]=[CH:20][C:19](I)=[CH:18][CH:17]=1.C([O-])([O-])=O.[Cs+].[Cs+]. Product: [Br:15][C:16]1[CH:21]=[CH:20][C:19]([N:1]2[CH2:2][CH2:3][CH:4]([NH:7][C:8](=[O:14])[O:9][C:10]([CH3:11])([CH3:13])[CH3:12])[CH2:5][CH2:6]2)=[CH:18][CH:17]=1. The catalyst class is: 12. (7) Reactant: [F-].C([N+](CCCC)(CCCC)CCCC)CCC.[Si]([O:26][CH2:27][CH2:28][N:29]1[CH2:34][CH2:33][CH2:32][N:31]([CH:35]2[CH2:40][CH2:39][N:38]([C:41](=[O:59])[C@H:42]([OH:58])[CH2:43][S:44]([C:47]3[CH:56]=[CH:55][C:54]4[C:49](=[CH:50][CH:51]=[C:52]([Cl:57])[CH:53]=4)[CH:48]=3)(=[O:46])=[O:45])[CH2:37][CH2:36]2)[C:30]1=[O:60])(C(C)(C)C)(C)C. Product: [Cl:57][C:52]1[CH:53]=[C:54]2[C:49](=[CH:50][CH:51]=1)[CH:48]=[C:47]([S:44]([CH2:43][C@@H:42]([OH:58])[C:41]([N:38]1[CH2:37][CH2:36][CH:35]([N:31]3[CH2:32][CH2:33][CH2:34][N:29]([CH2:28][CH2:27][OH:26])[C:30]3=[O:60])[CH2:40][CH2:39]1)=[O:59])(=[O:45])=[O:46])[CH:56]=[CH:55]2. The catalyst class is: 1. (8) Reactant: [NH2:1][C:2]1[CH:3]=[C:4]([NH:8][C:9](=[O:15])[O:10][C:11]([CH3:14])([CH3:13])[CH3:12])[CH:5]=[CH:6][CH:7]=1.C(N(CC)CC)C.[N+:23]([C:26]1[CH:27]=[C:28]([CH2:32][S:33](Cl)(=[O:35])=[O:34])[CH:29]=[CH:30][CH:31]=1)([O-:25])=[O:24]. Product: [N+:23]([C:26]1[CH:27]=[C:28]([CH:29]=[CH:30][CH:31]=1)[CH2:32][S:33]([NH:1][C:2]1[CH:3]=[C:4]([NH:8][C:9](=[O:15])[O:10][C:11]([CH3:12])([CH3:14])[CH3:13])[CH:5]=[CH:6][CH:7]=1)(=[O:35])=[O:34])([O-:25])=[O:24]. The catalyst class is: 7.